Dataset: Peptide-MHC class II binding affinity with 134,281 pairs from IEDB. Task: Regression. Given a peptide amino acid sequence and an MHC pseudo amino acid sequence, predict their binding affinity value. This is MHC class II binding data. (1) The peptide sequence is DGLVRDANNYEQQEQ. The MHC is HLA-DPA10103-DPB10201 with pseudo-sequence HLA-DPA10103-DPB10201. The binding affinity (normalized) is 0.0266. (2) The peptide sequence is SWEYWGAQLNAMKPD. The MHC is DRB1_1302 with pseudo-sequence DRB1_1302. The binding affinity (normalized) is 0.0469. (3) The peptide sequence is IMRIKKLTITGKGTL. The binding affinity (normalized) is 0.517. The MHC is DRB1_1101 with pseudo-sequence DRB1_1101.